Dataset: Full USPTO retrosynthesis dataset with 1.9M reactions from patents (1976-2016). Task: Predict the reactants needed to synthesize the given product. (1) Given the product [NH2:40][C:38]([CH2:37][N:12]1[C:13](=[O:23])[CH2:14][CH:15]([C:16]2[CH:21]=[CH:20][CH:19]=[C:18]([Cl:22])[CH:17]=2)[C:10]2([C:5]3[C:6](=[CH:7][C:2]([Br:1])=[CH:3][CH:4]=3)[NH:8][C:9]2=[O:27])[CH:11]1[C:24]([CH3:26])=[CH2:25])=[O:39].[CH3:28][O:29][CH:30]([Si:32]([CH3:35])([CH3:34])[CH3:33])[CH3:31], predict the reactants needed to synthesize it. The reactants are: [Br:1][C:2]1[CH:7]=[C:6]2[NH:8][C:9](=[O:27])[C:10]3([CH:15]([C:16]4[CH:21]=[CH:20][CH:19]=[C:18]([Cl:22])[CH:17]=4)[CH2:14][C:13](=[O:23])[NH:12][CH:11]3[C:24]([CH3:26])=[CH2:25])[C:5]2=[CH:4][CH:3]=1.[CH3:28][O:29][CH:30]([Si:32]([CH3:35])([CH3:34])[CH3:33])[CH3:31].Br[CH2:37][C:38]([NH2:40])=[O:39].C([O-])([O-])=O.[Cs+].[Cs+].C(OCC)(=O)C. (2) Given the product [C:1]([SiH2:5][O:6][C:7]([C:21]1[CH:26]=[CH:25][CH:24]=[CH:23][CH:22]=1)([C:15]1[CH:20]=[CH:19][CH:18]=[CH:17][CH:16]=1)[C:8]1[CH:13]=[CH:12][N:11]=[C:10]([C:28]#[C:27][CH3:32])[CH:9]=1)([CH3:4])([CH3:3])[CH3:2], predict the reactants needed to synthesize it. The reactants are: [C:1]([SiH2:5][O:6][C:7]([C:21]1[CH:26]=[CH:25][CH:24]=[CH:23][CH:22]=1)([C:15]1[CH:20]=[CH:19][CH:18]=[CH:17][CH:16]=1)[C:8]1[CH:13]=[CH:12][N:11]=[C:10](Cl)[CH:9]=1)([CH3:4])([CH3:3])[CH3:2].[C:27]1(P(C2C=CC=CC=2)C2C=CC=CC=2)[CH:32]=CC=C[CH:28]=1.C(NCC)C.C#CC.C([O-])(O)=O.[Na+]. (3) Given the product [Br:40][C:41]1[N:42]=[C:43]([NH:3][C:37]([C:28]2[CH:27]=[C:26]([C:23]3[CH:22]=[CH:21][C:20]([F:19])=[CH:25][CH:24]=3)[N:30]([CH:31]3[CH2:36][CH2:35][CH2:34][CH2:33][O:32]3)[N:29]=2)=[O:39])[CH:44]=[CH:48][CH:49]=1, predict the reactants needed to synthesize it. The reactants are: CC[N:3](C(C)C)C(C)C.[I-].ClC1C=CC=C[N+]=1C.[F:19][C:20]1[CH:25]=[CH:24][C:23]([C:26]2[N:30]([CH:31]3[CH2:36][CH2:35][CH2:34][CH2:33][O:32]3)[N:29]=[C:28]([C:37]([OH:39])=O)[CH:27]=2)=[CH:22][CH:21]=1.[Br:40][C:41]1[CH:49]=[CH:48][C:44](C(O)=O)=[CH:43][N:42]=1. (4) The reactants are: [C:1]([C:3]([NH:12][C:13](=[O:19])[O:14][C:15]([CH3:18])([CH3:17])[CH3:16])([CH2:8][CH2:9][O:10][CH3:11])[CH2:4][CH2:5][O:6][CH3:7])#[N:2].[BH4-].[Na+].C(OCC)(=O)C.[OH-].[Na+]. Given the product [NH2:2][CH2:1][C:3]([NH:12][C:13](=[O:19])[O:14][C:15]([CH3:17])([CH3:16])[CH3:18])([CH2:4][CH2:5][O:6][CH3:7])[CH2:8][CH2:9][O:10][CH3:11], predict the reactants needed to synthesize it.